This data is from Microsomal clearance measurements from AstraZeneca. The task is: Regression/Classification. Given a drug SMILES string, predict its absorption, distribution, metabolism, or excretion properties. Task type varies by dataset: regression for continuous measurements (e.g., permeability, clearance, half-life) or binary classification for categorical outcomes (e.g., BBB penetration, CYP inhibition). For this dataset (clearance_microsome_az), we predict log10(clearance) (log10 of the in vitro intrinsic clearance, CLint, in uL/min per mg of human liver microsomal protein, equivalently mL/min/g; values are censored to the assay range of 3 to 150, which is 0.477 to 2.18 on this log10 scale). (1) The drug is Nc1ncnc2c1ncn2[C@@H]1O[C@H](CSCCCNC(=O)Nc2ccc(Cl)cc2)[C@@H](O)[C@H]1O. The log10(clearance) is 1.33. (2) The compound is COc1ccc([C@@H]2Sc3ccccc3N(CCN(C)C)C(=O)[C@@H]2OC(C)=O)cc1. The log10(clearance) is 1.64.